Regression. Given two drug SMILES strings and cell line genomic features, predict the synergy score measuring deviation from expected non-interaction effect. From a dataset of NCI-60 drug combinations with 297,098 pairs across 59 cell lines. (1) Drug 1: C1=NC2=C(N=C(N=C2N1C3C(C(C(O3)CO)O)O)F)N. Drug 2: COCCOC1=C(C=C2C(=C1)C(=NC=N2)NC3=CC=CC(=C3)C#C)OCCOC.Cl. Cell line: A498. Synergy scores: CSS=13.6, Synergy_ZIP=-5.53, Synergy_Bliss=-5.17, Synergy_Loewe=-10.4, Synergy_HSA=-3.23. (2) Drug 1: CNC(=O)C1=CC=CC=C1SC2=CC3=C(C=C2)C(=NN3)C=CC4=CC=CC=N4. Drug 2: COC1=C(C=C2C(=C1)N=CN=C2NC3=CC(=C(C=C3)F)Cl)OCCCN4CCOCC4. Cell line: OVCAR-4. Synergy scores: CSS=19.3, Synergy_ZIP=-4.81, Synergy_Bliss=-2.03, Synergy_Loewe=-1.16, Synergy_HSA=-0.747. (3) Drug 1: C1CC(=O)NC(=O)C1N2CC3=C(C2=O)C=CC=C3N. Drug 2: CCC1(C2=C(COC1=O)C(=O)N3CC4=CC5=C(C=CC(=C5CN(C)C)O)N=C4C3=C2)O.Cl. Cell line: SF-295. Synergy scores: CSS=27.8, Synergy_ZIP=-1.48, Synergy_Bliss=-0.605, Synergy_Loewe=1.32, Synergy_HSA=1.45. (4) Drug 1: CN(C)N=NC1=C(NC=N1)C(=O)N. Drug 2: C1CN1P(=S)(N2CC2)N3CC3. Cell line: COLO 205. Synergy scores: CSS=29.0, Synergy_ZIP=-4.56, Synergy_Bliss=4.46, Synergy_Loewe=-33.3, Synergy_HSA=4.76. (5) Drug 1: CC12CCC3C(C1CCC2=O)CC(=C)C4=CC(=O)C=CC34C. Drug 2: CS(=O)(=O)CCNCC1=CC=C(O1)C2=CC3=C(C=C2)N=CN=C3NC4=CC(=C(C=C4)OCC5=CC(=CC=C5)F)Cl. Cell line: SK-MEL-28. Synergy scores: CSS=23.6, Synergy_ZIP=1.63, Synergy_Bliss=2.07, Synergy_Loewe=0.306, Synergy_HSA=-0.0451. (6) Drug 1: CC1=C(C=C(C=C1)NC2=NC=CC(=N2)N(C)C3=CC4=NN(C(=C4C=C3)C)C)S(=O)(=O)N.Cl. Drug 2: C1C(C(OC1N2C=NC(=NC2=O)N)CO)O. Cell line: MALME-3M. Synergy scores: CSS=10.1, Synergy_ZIP=-3.05, Synergy_Bliss=0.606, Synergy_Loewe=-0.775, Synergy_HSA=-0.154. (7) Drug 1: C1=NC2=C(N1)C(=S)N=C(N2)N. Drug 2: CC(C)CN1C=NC2=C1C3=CC=CC=C3N=C2N. Cell line: HCT116. Synergy scores: CSS=41.8, Synergy_ZIP=1.61, Synergy_Bliss=0.700, Synergy_Loewe=-5.47, Synergy_HSA=0.307.